From a dataset of NCI-60 drug combinations with 297,098 pairs across 59 cell lines. Regression. Given two drug SMILES strings and cell line genomic features, predict the synergy score measuring deviation from expected non-interaction effect. (1) Drug 1: C1CCC(CC1)NC(=O)N(CCCl)N=O. Drug 2: CN(CC1=CN=C2C(=N1)C(=NC(=N2)N)N)C3=CC=C(C=C3)C(=O)NC(CCC(=O)O)C(=O)O. Cell line: OVCAR3. Synergy scores: CSS=34.7, Synergy_ZIP=-11.2, Synergy_Bliss=-0.267, Synergy_Loewe=-32.7, Synergy_HSA=1.69. (2) Drug 1: C1=NC2=C(N1)C(=S)N=C(N2)N. Drug 2: CC1CCC2CC(C(=CC=CC=CC(CC(C(=O)C(C(C(=CC(C(=O)CC(OC(=O)C3CCCCN3C(=O)C(=O)C1(O2)O)C(C)CC4CCC(C(C4)OC)O)C)C)O)OC)C)C)C)OC. Cell line: SF-539. Synergy scores: CSS=23.2, Synergy_ZIP=-10.7, Synergy_Bliss=-9.43, Synergy_Loewe=-3.58, Synergy_HSA=-2.80. (3) Drug 1: C1CN1P(=S)(N2CC2)N3CC3. Drug 2: C1=CC=C(C=C1)NC(=O)CCCCCCC(=O)NO. Cell line: MOLT-4. Synergy scores: CSS=80.0, Synergy_ZIP=3.03, Synergy_Bliss=4.79, Synergy_Loewe=1.07, Synergy_HSA=6.81. (4) Cell line: RXF 393. Drug 2: CCCCC(=O)OCC(=O)C1(CC(C2=C(C1)C(=C3C(=C2O)C(=O)C4=C(C3=O)C=CC=C4OC)O)OC5CC(C(C(O5)C)O)NC(=O)C(F)(F)F)O. Drug 1: C1CCC(C1)C(CC#N)N2C=C(C=N2)C3=C4C=CNC4=NC=N3. Synergy scores: CSS=8.40, Synergy_ZIP=-2.67, Synergy_Bliss=1.21, Synergy_Loewe=-0.301, Synergy_HSA=1.33. (5) Drug 1: CC1=C(C=C(C=C1)NC2=NC=CC(=N2)N(C)C3=CC4=NN(C(=C4C=C3)C)C)S(=O)(=O)N.Cl. Drug 2: CC=C1C(=O)NC(C(=O)OC2CC(=O)NC(C(=O)NC(CSSCCC=C2)C(=O)N1)C(C)C)C(C)C. Cell line: KM12. Synergy scores: CSS=64.1, Synergy_ZIP=-3.03, Synergy_Bliss=-2.19, Synergy_Loewe=-39.4, Synergy_HSA=-0.798.